The task is: Predict which catalyst facilitates the given reaction.. This data is from Catalyst prediction with 721,799 reactions and 888 catalyst types from USPTO. (1) Reactant: [I:1][C:2]1[CH:8]=[CH:7][C:5]([NH2:6])=[CH:4][CH:3]=1.[Cl:9][C:10]1[CH:17]=[C:16]([O:18][CH:19]2[CH2:24][CH2:23][CH2:22][CH2:21][O:20]2)[CH:15]=[CH:14][C:11]=1[CH:12]=O.S([O-])([O-])(=O)=O.[Mg+2].[BH4-].[Na+].C(=O)(O)[O-].[Na+]. Product: [Cl:9][C:10]1[CH:17]=[C:16]([O:18][CH:19]2[CH2:24][CH2:23][CH2:22][CH2:21][O:20]2)[CH:15]=[CH:14][C:11]=1[CH2:12][NH:6][C:5]1[CH:7]=[CH:8][C:2]([I:1])=[CH:3][CH:4]=1. The catalyst class is: 61. (2) Reactant: [F:1][C:2]1[CH:3]=[C:4]([CH:19]=[C:20]([F:22])[CH:21]=1)[CH2:5][N:6]1[C:14]2[C:9](=[CH:10][CH:11]=[C:12]([NH:15][C:16](=[O:18])[CH3:17])[CH:13]=2)[CH:8]=[CH:7]1.[N+:23]([C:26]1[CH:31]=[CH:30][CH:29]=[CH:28][C:27]=1[S:32]Cl)([O-:25])=[O:24]. Product: [F:22][C:20]1[CH:19]=[C:4]([CH:3]=[C:2]([F:1])[CH:21]=1)[CH2:5][N:6]1[C:14]2[C:9](=[CH:10][CH:11]=[C:12]([NH:15][C:16](=[O:18])[CH3:17])[CH:13]=2)[C:8]([S:32][C:27]2[CH:28]=[CH:29][CH:30]=[CH:31][C:26]=2[N+:23]([O-:25])=[O:24])=[CH:7]1. The catalyst class is: 27. (3) Reactant: [OH:1][C:2]1[CH:7]=[C:6]([CH3:8])[C:5]([C:9](=[O:11])[CH3:10])=[C:4]([CH3:12])[CH:3]=1.Cl[CH2:14][CH2:15][O:16][CH3:17]. Product: [CH3:17][O:16][CH2:15][CH2:14][O:1][C:2]1[CH:3]=[C:4]([CH3:12])[C:5]([C:9](=[O:11])[CH3:10])=[C:6]([CH3:8])[CH:7]=1. The catalyst class is: 611. (4) Reactant: [NH2:1][C:2]1[N:7]=[CH:6][N:5]=[C:4]2[N:8]([CH2:25][C@@H:26]3[CH2:30][C:29]([F:32])([F:31])[CH2:28][N:27]3C(OC(C)(C)C)=O)[N:9]=[C:10]([C:11]3[CH:16]=[CH:15][C:14]([O:17][C:18]4[CH:23]=[CH:22][CH:21]=[CH:20][CH:19]=4)=[CH:13][C:12]=3[F:24])[C:3]=12.[F:40][C:41]([F:46])([F:45])[C:42]([OH:44])=[O:43].[F:40][C:41]([F:46])([F:45])[C:42]([OH:44])=[O:43].FC1C(F)=CC=CC=1OC1C=CC(C2C3C(=NC=NC=3N)N(C[C@H]3CCCN3)N=2)=CC=1. Product: [F:40][C:41]([F:46])([F:45])[C:42]([OH:44])=[O:43].[F:32][C:29]1([F:31])[CH2:28][NH:27][C@H:26]([CH2:25][N:8]2[C:4]3=[N:5][CH:6]=[N:7][C:2]([NH2:1])=[C:3]3[C:10]([C:11]3[CH:16]=[CH:15][C:14]([O:17][C:18]4[CH:23]=[CH:22][CH:21]=[CH:20][CH:19]=4)=[CH:13][C:12]=3[F:24])=[N:9]2)[CH2:30]1. The catalyst class is: 4. (5) Reactant: Br[C:2]1[CH:27]=[CH:26][C:5]([O:6][C:7]2[C:8]3[CH:23]=[CH:22][C:21]([O:24][CH3:25])=[CH:20][C:9]=3[S:10][C:11]=2[C:12]2[CH:17]=[CH:16][C:15]([O:18][CH3:19])=[CH:14][CH:13]=2)=[CH:4][CH:3]=1.C(N(CC)CC)C.[CH:35]([C:37]1[N:38]=[CH:39][N:40](C(OC(C)(C)C)=O)[CH:41]=1)=[CH2:36]. Product: [CH3:25][O:24][C:21]1[CH:22]=[CH:23][C:8]2[C:7]([O:6][C:5]3[CH:26]=[CH:27][C:2](/[CH:36]=[CH:35]/[C:37]4[N:38]=[CH:39][NH:40][CH:41]=4)=[CH:3][CH:4]=3)=[C:11]([C:12]3[CH:17]=[CH:16][C:15]([O:18][CH3:19])=[CH:14][CH:13]=3)[S:10][C:9]=2[CH:20]=1. The catalyst class is: 3. (6) Reactant: [CH2:1]([NH:3][C:4]1[CH:13]=[CH:12][C:11]2[C:10]([CH3:15])([CH3:14])[CH2:9][CH:8]=[C:7]([CH3:16])[C:6]=2[CH:5]=1)[CH3:2].F[C:18]1[CH:26]=[CH:25][C:21]([C:22]([OH:24])=[O:23])=[CH:20][N:19]=1.CCOCC. Product: [CH2:1]([N:3]([C:4]1[CH:13]=[CH:12][C:11]2[C:10]([CH3:15])([CH3:14])[CH2:9][CH:8]=[C:7]([CH3:16])[C:6]=2[CH:5]=1)[C:18]1[CH:26]=[CH:25][C:21]([C:22]([OH:24])=[O:23])=[CH:20][N:19]=1)[CH3:2]. The catalyst class is: 11.